Dataset: Full USPTO retrosynthesis dataset with 1.9M reactions from patents (1976-2016). Task: Predict the reactants needed to synthesize the given product. (1) Given the product [C:19]([O:12][CH2:11][CH2:10]/[CH:9]=[CH:8]/[CH2:7][C:1]1[CH:6]=[CH:5][CH:4]=[CH:3][CH:2]=1)(=[O:24])[C:20]([CH3:23])([CH3:22])[CH3:21], predict the reactants needed to synthesize it. The reactants are: [C:1]1([CH2:7]/[CH:8]=[CH:9]/[CH2:10][CH2:11][OH:12])[CH:6]=[CH:5][CH:4]=[CH:3][CH:2]=1.N1C=CC=CC=1.[C:19](Cl)(=[O:24])[C:20]([CH3:23])([CH3:22])[CH3:21]. (2) Given the product [Cl:21][C:22]1[CH:27]=[C:26]([N+:28]([O-:30])=[O:29])[CH:25]=[CH:24][C:23]=1[O:1][C:2]1[CH:3]=[CH:4][C:5]2[N:6]([N:8]=[CH:9][C:10]=2[C:11]([O:13][CH3:14])=[O:12])[CH:7]=1, predict the reactants needed to synthesize it. The reactants are: [OH:1][C:2]1[CH:3]=[CH:4][C:5]2[N:6]([N:8]=[CH:9][C:10]=2[C:11]([O:13][CH3:14])=[O:12])[CH:7]=1.C(=O)([O-])[O-].[K+].[K+].[Cl:21][C:22]1[CH:27]=[C:26]([N+:28]([O-:30])=[O:29])[CH:25]=[CH:24][C:23]=1F. (3) Given the product [CH3:18][C:19]1([CH3:44])[CH2:28][CH2:27][C:26]2[C:21](=[CH:22][CH:23]=[C:24]([C:29]([O:43][Si:13]([CH3:16])([CH3:15])[CH3:14])=[CH:30][C:31]3[CH:36]=[C:35]([O:37][CH3:38])[C:34]([O:39][CH3:40])=[C:33]([O:41][CH3:42])[CH:32]=3)[CH:25]=2)[O:20]1, predict the reactants needed to synthesize it. The reactants are: N(C(C)C)C(C)C.[Li]CCCC.[Si:13](Cl)([CH3:16])([CH3:15])[CH3:14].[CH3:18][C:19]1([CH3:44])[CH2:28][CH2:27][C:26]2[C:21](=[CH:22][CH:23]=[C:24]([C:29](=[O:43])[CH2:30][C:31]3[CH:36]=[C:35]([O:37][CH3:38])[C:34]([O:39][CH3:40])=[C:33]([O:41][CH3:42])[CH:32]=3)[CH:25]=2)[O:20]1. (4) Given the product [F:1][C:2]1[CH:21]=[CH:20][C:5]([CH2:6][C:7]2[C:8]([CH3:19])=[C:9]([CH3:18])[C:10]([O:17][S:33]([C:36]([F:39])([F:38])[F:37])(=[O:35])=[O:34])=[C:11]([CH:16]=2)[C:12]([O:14][CH3:15])=[O:13])=[CH:4][C:3]=1[O:22][CH3:23], predict the reactants needed to synthesize it. The reactants are: [F:1][C:2]1[CH:21]=[CH:20][C:5]([CH2:6][C:7]2[C:8]([CH3:19])=[C:9]([CH3:18])[C:10]([OH:17])=[C:11]([CH:16]=2)[C:12]([O:14][CH3:15])=[O:13])=[CH:4][C:3]=1[O:22][CH3:23].[H-].[Na+].C1C=CC(N([S:33]([C:36]([F:39])([F:38])[F:37])(=[O:35])=[O:34])[S:33]([C:36]([F:39])([F:38])[F:37])(=[O:35])=[O:34])=CC=1. (5) Given the product [Cl:3][C:4]1[CH:5]=[CH:6][CH:7]=[C:8]2[C:12]=1[C:11](=[O:13])[N:10]([C@H:14]1[C:23]3[C:18](=[C:19]([F:28])[CH:20]=[C:21]([C:24]([OH:26])=[O:25])[CH:22]=3)[O:17][CH2:16][CH2:15]1)[CH2:9]2, predict the reactants needed to synthesize it. The reactants are: [OH-].[K+].[Cl:3][C:4]1[CH:5]=[CH:6][CH:7]=[C:8]2[C:12]=1[C:11](=[O:13])[N:10]([C@H:14]1[C:23]3[C:18](=[C:19]([F:28])[CH:20]=[C:21]([C:24]([O:26]C)=[O:25])[CH:22]=3)[O:17][CH2:16][CH2:15]1)[CH2:9]2.